Dataset: Forward reaction prediction with 1.9M reactions from USPTO patents (1976-2016). Task: Predict the product of the given reaction. (1) Given the reactants [NH2:1][CH2:2][C@@H:3]1[C@H:7]([OH:8])[CH2:6][N:5]([CH2:9][CH2:10][N:11]2[C:20]3[C:15](=[N:16][CH:17]=[C:18]([F:21])[CH:19]=3)[CH:14]=[CH:13][C:12]2=[O:22])[CH2:4]1.[Cl:23][C:24]1[C:33]([CH:34]=O)=[N:32][C:31]2[NH:30][C:29](=[O:36])[CH2:28][O:27][C:26]=2[CH:25]=1.C(=O)([O-])[O-].[Na+].[Na+].C(O[BH-](OC(=O)C)OC(=O)C)(=O)C.[Na+], predict the reaction product. The product is: [ClH:23].[Cl:23][C:24]1[C:33]([CH2:34][NH:1][CH2:2][C@@H:3]2[C@H:7]([OH:8])[CH2:6][N:5]([CH2:9][CH2:10][N:11]3[C:20]4[C:15](=[N:16][CH:17]=[C:18]([F:21])[CH:19]=4)[CH:14]=[CH:13][C:12]3=[O:22])[CH2:4]2)=[N:32][C:31]2[NH:30][C:29](=[O:36])[CH2:28][O:27][C:26]=2[CH:25]=1. (2) Given the reactants [N+:1]([C:4]1[CH:5]=[C:6]([S:10]([CH2:13][CH2:14][O:15][C:16](=[O:33])[CH2:17][CH2:18][CH2:19][CH2:20][CH2:21][NH:22][C:23](=[O:32])[CH2:24][O:25][C:26]2[CH:31]=[CH:30][CH:29]=[CH:28][CH:27]=2)(=[O:12])=[O:11])[CH:7]=[CH:8][CH:9]=1)([O-:3])=[O:2].[Cl:34][S:35](O)(=[O:37])=[O:36], predict the reaction product. The product is: [N+:1]([C:4]1[CH:5]=[C:6]([S:10]([CH2:13][CH2:14][O:15][C:16](=[O:33])[CH2:17][CH2:18][CH2:19][CH2:20][CH2:21][NH:22][C:23](=[O:32])[CH2:24][O:25][C:26]2[CH:31]=[CH:30][C:29]([S:35]([Cl:34])(=[O:37])=[O:36])=[CH:28][CH:27]=2)(=[O:12])=[O:11])[CH:7]=[CH:8][CH:9]=1)([O-:3])=[O:2]. (3) Given the reactants [Cl:1][C:2]1[CH:15]=[CH:14][C:5]([O:6][C:7]2[CH:12]=[CH:11][C:10]([OH:13])=[CH:9][CH:8]=2)=[C:4]([N+:16]([O-])=O)[CH:3]=1.C(=O)([O-])[O-].[Na+].[Na+], predict the reaction product. The product is: [NH2:16][C:4]1[CH:3]=[C:2]([Cl:1])[CH:15]=[CH:14][C:5]=1[O:6][C:7]1[CH:8]=[CH:9][C:10]([OH:13])=[CH:11][CH:12]=1. (4) Given the reactants [I-].[CH3:2][S+](C)(C)=O.[H-].[Na+].[O:9]=[C:10]1[CH2:15][CH2:14][CH2:13][CH:12]([C:16]([O:18][CH3:19])=[O:17])[CH2:11]1, predict the reaction product. The product is: [O:9]1[C:10]2([CH2:15][CH2:14][CH2:13][CH:12]([C:16]([O:18][CH3:19])=[O:17])[CH2:11]2)[CH2:2]1. (5) Given the reactants C1C=C(Cl)C=C(C(OO)=[O:9])C=1.[C:12]([O:16][C:17](=[O:42])[NH:18][CH2:19][CH2:20][O:21][C:22]1[CH:31]=[CH:30][C:29]2[N:28]=[CH:27][C:26]3[N:32]=[C:33]([CH2:38][O:39][CH2:40][CH3:41])[N:34]([CH2:35][CH2:36][CH3:37])[C:25]=3[C:24]=2[CH:23]=1)([CH3:15])([CH3:14])[CH3:13].C(=O)([O-])[O-].[Na+].[Na+], predict the reaction product. The product is: [CH2:40]([O:39][CH2:38][C:33]1[N:34]([CH2:35][CH2:36][CH3:37])[C:25]2[C:24]3[CH:23]=[C:22]([O:21][CH2:20][CH2:19][NH:18][C:17](=[O:42])[O:16][C:12]([CH3:13])([CH3:14])[CH3:15])[CH:31]=[CH:30][C:29]=3[N+:28]([O-:9])=[CH:27][C:26]=2[N:32]=1)[CH3:41].